From a dataset of Reaction yield outcomes from USPTO patents with 853,638 reactions. Predict the reaction yield, written as a fraction of the theoretical maximum amount of product (1.0 means a 100% yield; for example, 0.34 means a 34% yield). (1) The reactants are [CH3:1][C:2]1([CH3:16])[C:11]2[C:6](=[CH:7][C:8]([NH:12]C(=O)C)=[CH:9][CH:10]=2)[O:5][CH2:4][CH2:3]1.[OH-].[Na+]. The catalyst is Cl. The product is [CH3:1][C:2]1([CH3:16])[C:11]2[C:6](=[CH:7][C:8]([NH2:12])=[CH:9][CH:10]=2)[O:5][CH2:4][CH2:3]1. The yield is 0.920. (2) The yield is 0.560. No catalyst specified. The reactants are Cl.[Cl:2][C:3]1[CH:4]=[C:5]([C:8]2[N:12]=[C:11]([C@H:13]3[CH2:18][CH2:17][CH2:16][NH:15][CH2:14]3)[O:10][N:9]=2)[NH:6][CH:7]=1.[F:19][C:20]1[CH:25]=[CH:24][C:23]([C:26](O)=[O:27])=[CH:22][N:21]=1. The product is [Cl:2][C:3]1[CH:4]=[C:5]([C:8]2[N:12]=[C:11]([C@H:13]3[CH2:18][CH2:17][CH2:16][N:15]([C:26]([C:23]4[CH:22]=[N:21][C:20]([F:19])=[CH:25][CH:24]=4)=[O:27])[CH2:14]3)[O:10][N:9]=2)[NH:6][CH:7]=1. (3) The product is [Br:25][CH2:3][CH2:2][CH2:1][O:8][C:9]1[CH:10]=[C:11]2[C:15](=[CH:16][CH:17]=1)[N:14]([C:18]([O:20][C:21]([CH3:24])([CH3:23])[CH3:22])=[O:19])[CH:13]=[CH:12]2. The catalyst is CC(C)=O.O. The reactants are [CH2:1]([O:8][C:9]1[CH:10]=[C:11]2[C:15](=[CH:16][CH:17]=1)[N:14]([C:18]([O:20][C:21]([CH3:24])([CH3:23])[CH3:22])=[O:19])[CH:13]=[CH:12]2)[C:2]1C=CC=C[CH:3]=1.[Br:25]CCCBr.C(=O)([O-])[O-].[Cs+].[Cs+]. The yield is 0.940. (4) The reactants are [CH3:1][C:2]1[CH:7]=[CH:6][C:5]([S:8]([N:11]2[C:15]([C:16]3[CH:21]=[CH:20][CH:19]=[CH:18][CH:17]=3)=[CH:14][C:13]([C:22](OCC)=[O:23])=[N:12]2)(=[O:10])=[O:9])=[CH:4][CH:3]=1.[H-].C([Al+]CC(C)C)C(C)C.Cl. The catalyst is O1CCCC1.C1(C)C=CC=CC=1. The yield is 0.360. The product is [CH3:1][C:2]1[CH:7]=[CH:6][C:5]([S:8]([N:11]2[C:15]([C:16]3[CH:21]=[CH:20][CH:19]=[CH:18][CH:17]=3)=[CH:14][C:13]([CH:22]=[O:23])=[N:12]2)(=[O:10])=[O:9])=[CH:4][CH:3]=1. (5) The reactants are [NH2:1][CH:2]1[CH2:7][CH2:6][N:5]([CH2:8][CH2:9][N:10]2[C:15]3[CH:16]=[C:17]([C:20]#[N:21])[CH:18]=[CH:19][C:14]=3[O:13][CH2:12][C:11]2=[O:22])[CH2:4][CH2:3]1.FC(F)(F)C(O)=O.NC1CCN(CCN2C3C=C(C#N)C=CC=3OCC2=O)CC1.[F:52][C:53]1[CH:58]=[CH:57][C:56]([F:59])=[CH:55][C:54]=1[CH:60]1[CH2:62][CH:61]1[CH:63]=O.C([BH3-])#N.[Na+]. No catalyst specified. The product is [F:52][C:53]1[CH:58]=[CH:57][C:56]([F:59])=[CH:55][C:54]=1[CH:60]1[CH2:62][CH:61]1[CH2:63][NH:1][CH:2]1[CH2:7][CH2:6][N:5]([CH2:8][CH2:9][N:10]2[C:15]3[CH:16]=[C:17]([C:20]#[N:21])[CH:18]=[CH:19][C:14]=3[O:13][CH2:12][C:11]2=[O:22])[CH2:4][CH2:3]1. The yield is 0.420. (6) The reactants are [F:1][C:2]1[CH:3]=[C:4]([CH:19]=[CH:20][C:21]=1[F:22])[CH2:5][NH:6][C:7]([C:9]1[CH:14]=[C:13]([CH:15]=[N:16][OH:17])[N:12]=[C:11]([CH3:18])[N:10]=1)=[O:8].[CH3:23][N:24]1[CH:29]=[C:28]([CH:30]=[CH2:31])[CH:27]=[CH:26][C:25]1=[O:32].Cl[O-].[Na+]. The catalyst is C(Cl)Cl.O. The product is [F:1][C:2]1[CH:3]=[C:4]([CH:19]=[CH:20][C:21]=1[F:22])[CH2:5][NH:6][C:7]([C:9]1[CH:14]=[C:13]([C:15]2[CH2:31][CH:30]([C:28]3[CH:27]=[CH:26][C:25](=[O:32])[N:24]([CH3:23])[CH:29]=3)[O:17][N:16]=2)[N:12]=[C:11]([CH3:18])[N:10]=1)=[O:8]. The yield is 0.154.